This data is from Forward reaction prediction with 1.9M reactions from USPTO patents (1976-2016). The task is: Predict the product of the given reaction. (1) Given the reactants Cl[C:2]1[CH:7]=[C:6]([N:8]2[C:12]3[CH:13]=[CH:14][CH:15]=[CH:16][C:11]=3[N:10]=[C:9]2[CH3:17])[N:5]=[C:4]([N:18]([C:21]2[CH:26]=[CH:25][C:24]([CH3:27])=[CH:23][CH:22]=2)C=O)[N:3]=1.[OH-].[NH4+:29].O, predict the reaction product. The product is: [CH3:17][C:9]1[N:8]([C:6]2[N:5]=[C:4]([NH:18][C:21]3[CH:22]=[CH:23][C:24]([CH3:27])=[CH:25][CH:26]=3)[N:3]=[C:2]([NH2:29])[CH:7]=2)[C:12]2[CH:13]=[CH:14][CH:15]=[CH:16][C:11]=2[N:10]=1. (2) Given the reactants [C:1]([O:5][C:6]([N:8]([CH3:32])[CH:9]1[CH2:14][CH2:13][CH:12]([O:15][C:16]2[C:27]3[C:26]4[C@H:25]([CH2:28][C:29](O)=[O:30])[CH2:24][CH2:23][C:22]=4[S:21][C:20]=3[N:19]=[CH:18][N:17]=2)[CH2:11][CH2:10]1)=[O:7])([CH3:4])([CH3:3])[CH3:2].[F:33][C:34]1[CH:35]=[CH:36][C:37]([NH2:40])=[N:38][CH:39]=1.CN(C(ON1N=NC2C=CC=NC1=2)=[N+](C)C)C.F[P-](F)(F)(F)(F)F.CCN(C(C)C)C(C)C, predict the reaction product. The product is: [F:33][C:34]1[CH:35]=[CH:36][C:37]([NH:40][C:29]([CH2:28][C@@H:25]2[CH2:24][CH2:23][C:22]3[S:21][C:20]4[N:19]=[CH:18][N:17]=[C:16]([O:15][CH:12]5[CH2:13][CH2:14][CH:9]([N:8]([CH3:32])[C:6](=[O:7])[O:5][C:1]([CH3:3])([CH3:2])[CH3:4])[CH2:10][CH2:11]5)[C:27]=4[C:26]2=3)=[O:30])=[N:38][CH:39]=1. (3) Given the reactants [CH3:1][C:2]1[CH:8]=[CH:7][C:5]([NH2:6])=[CH:4][C:3]=1[C:9]([F:12])([F:11])[F:10].[I:13]I, predict the reaction product. The product is: [I:13][C:7]1[CH:8]=[C:2]([CH3:1])[C:3]([C:9]([F:10])([F:11])[F:12])=[CH:4][C:5]=1[NH2:6]. (4) Given the reactants [CH3:1][O:2][N:3]([CH3:27])[C:4]([C:6]1[C:7]([NH:20][CH2:21][CH2:22][C:23]([F:26])([F:25])[F:24])=[N:8][N:9]([CH2:11][C:12]2[CH:17]=[CH:16][C:15]([O:18][CH3:19])=[CH:14][CH:13]=2)[CH:10]=1)=[O:5].[Li+].C[Si]([N-][Si](C)(C)C)(C)C.Br[CH2:39][CH:40]=[CH2:41], predict the reaction product. The product is: [CH2:41]([N:20]([CH2:21][CH2:22][C:23]([F:24])([F:26])[F:25])[C:7]1[C:6]([C:4]([N:3]([O:2][CH3:1])[CH3:27])=[O:5])=[CH:10][N:9]([CH2:11][C:12]2[CH:13]=[CH:14][C:15]([O:18][CH3:19])=[CH:16][CH:17]=2)[N:8]=1)[CH:40]=[CH2:39].